From a dataset of Full USPTO retrosynthesis dataset with 1.9M reactions from patents (1976-2016). Predict the reactants needed to synthesize the given product. (1) Given the product [O:30]=[CH:12][C@@H:13]([C@@H:20]([C@H:19]([C@H:18]([CH3:17])[OH:25])[OH:41])[OH:21])[OH:29], predict the reactants needed to synthesize it. The reactants are: C[C@]1(O)[C@@H]2C(=[C:12]([OH:30])[C@:13]3([OH:29])[C:20](=[O:21])[C:19](C(N)=O)=[C:18]([OH:25])[C@@H:17](N(C)C)[C@@H]3C2)C(=O)C2C(O)=CC=CC1=2.CC1(C)S[C@@H]2[C@H](NC([C@H](N)C3C=CC=CC=3)=O)C(=[O:41])N2[C@H]1C(O)=O. (2) Given the product [Cl:17][CH2:18][C:19]1[N:15]=[C:13]([CH:12]=[CH:11][C:9]2[CH:8]=[CH:7][C:5]3[O:6][C:2]([F:1])([F:16])[O:3][C:4]=3[CH:10]=2)[O:14][CH:20]=1, predict the reactants needed to synthesize it. The reactants are: [F:1][C:2]1([F:16])[O:6][C:5]2[CH:7]=[CH:8][C:9]([CH:11]=[CH:12][C:13]([NH2:15])=[O:14])=[CH:10][C:4]=2[O:3]1.[Cl:17][CH:18](Cl)[C:19](=O)[CH3:20].